Dataset: Forward reaction prediction with 1.9M reactions from USPTO patents (1976-2016). Task: Predict the product of the given reaction. (1) The product is: [Cl:1][C:2]1[CH:3]=[CH:4][C:5]([C@@H:8]([NH:13][C:14]2[CH:15]=[CH:16][C:17]([F:38])=[C:18]([C@:20]3([CH:35]([F:36])[F:37])[C@@H:26]4[C@@H:24]([CH2:25]4)[O:23][C:22]([NH2:27])=[N:21]3)[CH:19]=2)[C:9]([F:10])([F:11])[F:12])=[N:6][CH:7]=1.[Cl:1][C:2]1[CH:3]=[CH:4][C:5]([C@H:8]([NH:13][C:14]2[CH:15]=[CH:16][C:17]([F:38])=[C:18]([C@:20]3([CH:35]([F:36])[F:37])[C@@H:26]4[C@@H:24]([CH2:25]4)[O:23][C:22]([NH2:27])=[N:21]3)[CH:19]=2)[C:9]([F:10])([F:11])[F:12])=[N:6][CH:7]=1. Given the reactants [Cl:1][C:2]1[CH:3]=[CH:4][C:5]([C@@H:8]([NH:13][C:14]2[CH:15]=[CH:16][C:17]([F:38])=[C:18]([C@:20]3([CH:35]([F:37])[F:36])[C@@H:26]4[C@@H:24]([CH2:25]4)[O:23][C:22]([NH:27]C(=O)OC(C)(C)C)=[N:21]3)[CH:19]=2)[C:9]([F:12])([F:11])[F:10])=[N:6][CH:7]=1.C(=O)([O-])N.FC(F)(F)C(O)=O, predict the reaction product. (2) Given the reactants I[C:2]1[CH:7]=[CH:6][C:5]([Br:8])=[CH:4][C:3]=1[CH2:9][CH3:10].[CH2:11]([C:15]1[CH:20]=[CH:19][C:18]([C:21]#[CH:22])=[CH:17][CH:16]=1)[CH2:12][CH2:13][CH3:14].O.CCCCCCC, predict the reaction product. The product is: [Br:8][C:5]1[CH:6]=[CH:7][C:2]([C:22]#[C:21][C:18]2[CH:19]=[CH:20][C:15]([CH2:11][CH2:12][CH2:13][CH3:14])=[CH:16][CH:17]=2)=[C:3]([CH2:9][CH3:10])[CH:4]=1. (3) Given the reactants [NH2:1][C:2]1[CH:3]=[C:4]([C:9]2[S:13][C:12]([NH:14][C:15](=[O:17])[CH3:16])=[N:11][C:10]=2[CH3:18])[CH:5]=[N:6][C:7]=1[Cl:8].[CH:19](=O)[C:20]1[CH:25]=[CH:24][CH:23]=[CH:22][CH:21]=1.C([BH3-])#N.[Na+].Cl[Si](C)(C)C, predict the reaction product. The product is: [CH2:19]([NH:1][C:2]1[CH:3]=[C:4]([C:9]2[S:13][C:12]([NH:14][C:15](=[O:17])[CH3:16])=[N:11][C:10]=2[CH3:18])[CH:5]=[N:6][C:7]=1[Cl:8])[C:20]1[CH:25]=[CH:24][CH:23]=[CH:22][CH:21]=1. (4) Given the reactants [O:1]1[CH2:6][CH2:5][N:4]([C:7]2[N:12]=[CH:11][C:10]([C:13]3[CH:18]=[CH:17][C:16]([N:19]4[CH:23]([C:24]5[CH:30]=[CH:29][C:27]([NH2:28])=[CH:26][CH:25]=5)[CH2:22][CH2:21][CH:20]4[C:31]4[CH:37]=[CH:36][C:34]([NH2:35])=[CH:33][CH:32]=4)=[CH:15][CH:14]=3)=[CH:9][CH:8]=2)[CH2:3][CH2:2]1.[CH3:38][O:39][C:40]([NH:42][C@@H:43]([CH:47]([CH3:49])[CH3:48])[C:44](O)=[O:45])=[O:41].CN(C(ON1N=NC2C=CC=NC1=2)=[N+](C)C)C.F[P-](F)(F)(F)(F)F.C(N(C(C)C)CC)(C)C, predict the reaction product. The product is: [NH2:28][C:27]1[CH:29]=[CH:30][C:24]([CH:23]2[N:19]([C:16]3[CH:15]=[CH:14][C:13]([C:10]4[CH:11]=[N:12][C:7]([N:4]5[CH2:5][CH2:6][O:1][CH2:2][CH2:3]5)=[CH:8][CH:9]=4)=[CH:18][CH:17]=3)[CH:20]([C:31]3[CH:32]=[CH:33][C:34]([NH:35][C:44](=[O:45])[C@@H:43]([NH:42][C:40](=[O:41])[O:39][CH3:38])[CH:47]([CH3:49])[CH3:48])=[CH:36][CH:37]=3)[CH2:21][CH2:22]2)=[CH:25][CH:26]=1. (5) Given the reactants Br[C:2]1[CH:11]=[C:10]2[C:5]([CH:6]=[CH:7][C:8]([C:12]3[N:16]4[CH:17]=[C:18]([CH:21]([N:26]5[CH2:30][CH2:29][C@H:28]([NH:31][C:32](=[O:38])[O:33][C:34]([CH3:37])([CH3:36])[CH3:35])[CH2:27]5)[C:22]([F:25])([F:24])[F:23])[CH:19]=[CH:20][C:15]4=[N:14][N:13]=3)=[N:9]2)=[CH:4][CH:3]=1.P([CH:52]1[CH2:57][CH2:56]CCC1)(C1CCCCC1)C1CCCCC1.C1(B(O)O)CC1.C(OCC)(=O)C, predict the reaction product. The product is: [CH:56]1([C:2]2[CH:11]=[C:10]3[C:5]([CH:6]=[CH:7][C:8]([C:12]4[N:16]5[CH:17]=[C:18]([CH:21]([N:26]6[CH2:30][CH2:29][C@H:28]([NH:31][C:32](=[O:38])[O:33][C:34]([CH3:35])([CH3:37])[CH3:36])[CH2:27]6)[C:22]([F:25])([F:23])[F:24])[CH:19]=[CH:20][C:15]5=[N:14][N:13]=4)=[N:9]3)=[CH:4][CH:3]=2)[CH2:57][CH2:52]1. (6) Given the reactants [CH3:1][C:2]1([C:18](O)=[O:19])[CH2:7][CH2:6][N:5]([C:8]2[C:9]3[C:16]([CH3:17])=[CH:15][NH:14][C:10]=3[N:11]=[CH:12][N:13]=2)[CH2:4][CH2:3]1.CN([P+](ON1N=NC2C=CC=CC1=2)(N(C)C)N(C)C)C.F[P-](F)(F)(F)(F)F.C(N(CC)CC)C.[CH3:55][C:56]1[CH:62]=[CH:61][C:59]([NH2:60])=[CH:58][CH:57]=1, predict the reaction product. The product is: [CH3:1][C:2]1([C:18]([NH:60][C:59]2[CH:61]=[CH:62][C:56]([CH3:55])=[CH:57][CH:58]=2)=[O:19])[CH2:3][CH2:4][N:5]([C:8]2[C:9]3[C:16]([CH3:17])=[CH:15][NH:14][C:10]=3[N:11]=[CH:12][N:13]=2)[CH2:6][CH2:7]1. (7) Given the reactants [Cl:1][C:2]1[CH:3]=[C:4]([C@@H:12]([CH2:22][CH:23]2[CH2:27][CH2:26][CH2:25][CH2:24]2)[C:13]([NH:15][C:16]2[CH:20]=[CH:19][N:18]([CH3:21])[N:17]=2)=[O:14])[CH:5]=[CH:6][C:7]=1[S:8]([CH3:11])(=[O:10])=[O:9].C(Cl)(=O)C(Cl)=O.N1C(C)=CC=[CH:36][C:35]=1[CH3:41].C(N1C=CC(N)=N1)CCC, predict the reaction product. The product is: [Cl:1][C:2]1[CH:3]=[C:4]([C@@H:12]([CH2:22][CH:23]2[CH2:24][CH2:25][CH2:26][CH2:27]2)[C:13]([NH:15][C:16]2[CH:20]=[CH:19][N:18]([CH2:21][CH2:36][CH2:35][CH3:41])[N:17]=2)=[O:14])[CH:5]=[CH:6][C:7]=1[S:8]([CH3:11])(=[O:10])=[O:9].